Dataset: Full USPTO retrosynthesis dataset with 1.9M reactions from patents (1976-2016). Task: Predict the reactants needed to synthesize the given product. (1) Given the product [CH2:23]1[C:24]2[C:20](=[CH:19][C:18]([N:8]3[C:9]4[C:14](=[CH:13][N:12]=[C:11]([NH:40][C:37]5[CH:38]=[CH:39][C:34]([N:31]6[CH2:30][CH2:29][N:28]([CH3:27])[CH2:33][CH2:32]6)=[CH:35][CH:36]=5)[CH:10]=4)[C:15](=[O:16])[C:6]([C:4]([NH2:43])=[O:3])=[CH:7]3)=[CH:26][CH:25]=2)[CH2:21][CH2:22]1, predict the reactants needed to synthesize it. The reactants are: C([O:3][C:4]([C:6]1[C:15](=[O:16])[C:14]2[C:9](=[CH:10][C:11](Cl)=[N:12][CH:13]=2)[N:8]([C:18]2[CH:19]=[C:20]3[C:24](=[CH:25][CH:26]=2)[CH2:23][CH2:22][CH2:21]3)[CH:7]=1)=O)C.[CH3:27][N:28]1[CH2:33][CH2:32][N:31]([C:34]2[CH:39]=[CH:38][C:37]([NH2:40])=[CH:36][CH:35]=2)[CH2:30][CH2:29]1.C([N:43](CC)CC)C. (2) The reactants are: [Cl:1][C:2]1[C:11]2[C:6](=[CH:7][C:8]([OH:14])=[C:9]([O:12][CH3:13])[CH:10]=2)[N:5]=[CH:4][N:3]=1.[C:15]([N:18]1[CH2:23][CH2:22][N:21]([CH2:24][CH2:25][CH2:26]O)[CH2:20][CH2:19]1)(=[O:17])[CH3:16].C1(P(C2C=CC=CC=2)C2C=CC=CC=2)C=CC=CC=1.N(C(OC(C)C)=O)=NC(OC(C)C)=O. Given the product [CH3:8][CH2:7][CH2:6][CH:11]([CH3:2])[CH3:10].[C:15]([N:18]1[CH2:23][CH2:22][N:21]([CH2:24][CH2:25][CH2:26][O:14][C:8]2[CH:7]=[C:6]3[C:11]([C:2]([Cl:1])=[N:3][CH:4]=[N:5]3)=[CH:10][C:9]=2[O:12][CH3:13])[CH2:20][CH2:19]1)(=[O:17])[CH3:16], predict the reactants needed to synthesize it. (3) Given the product [CH2:37]([S:34]([NH:4][C:5]([CH:7]1[CH2:12][CH2:11][N:10]([C:13]2[C:23]([C:24]#[N:25])=[CH:22][C:16]([C:17]([O:19][CH2:20][CH3:21])=[O:18])=[C:15]([S:86][CH2:87][CH2:88][OH:89])[N:14]=2)[CH2:9][CH2:8]1)=[O:6])(=[O:35])=[O:36])[C:38]1[CH:39]=[CH:40][CH:41]=[CH:42][CH:43]=1, predict the reactants needed to synthesize it. The reactants are: C([N:4]([S:34]([CH2:37][C:38]1[CH:43]=[CH:42][CH:41]=[CH:40][CH:39]=1)(=[O:36])=[O:35])[C:5]([CH:7]1[CH2:12][CH2:11][N:10]([C:13]2[C:23]([C:24]#[N:25])=[CH:22][C:16]([C:17]([O:19][CH2:20][CH3:21])=[O:18])=[C:15](OS(C(F)(F)F)(=O)=O)[N:14]=2)[CH2:9][CH2:8]1)=[O:6])C=C.CC1(C)C2C(=C(P(C3C=CC=CC=3)C3C=CC=CC=3)C=CC=2)OC2C(P(C3C=CC=CC=3)C3C=CC=CC=3)=CC=CC1=2.[SH:86][CH2:87][CH2:88][OH:89].CCN(C(C)C)C(C)C.C([O-])(O)=O.[Na+]. (4) Given the product [F:39][C:40]1([F:52])[CH2:17][CH:16]1[C:13]1[CH:12]=[CH:11][C:10]([CH:4]([C@@H:3]([CH3:18])[C:2]([F:1])([F:19])[F:20])[C:53]([O:54][CH2:34][CH3:37])=[O:56])=[CH:15][CH:14]=1, predict the reactants needed to synthesize it. The reactants are: [F:1][C:2]([F:20])([F:19])[C@H:3]([CH3:18])[CH:4]([C:10]1[CH:15]=[CH:14][C:13]([CH:16]=[CH2:17])=[CH:12][CH:11]=1)C(OCC)=O.[F-].[Na+].C(C1C=C(C)C=C([C:34]([CH3:37])(C)C)C=1O)(C)(C)C.[F:39][C:40]([F:52])(S(F)(=O)=O)C(O[Si](C)(C)C)=O.[C:53](=[O:56])(O)[O-:54].[Na+]. (5) Given the product [CH2:74]([N:53]([C:54]1[CH:59]=[C:58]([O:60][CH3:61])[CH:57]=[CH:56][C:55]=1[CH:62]1[CH2:71][CH2:70][C:69]2[C:64](=[CH:65][CH:66]=[C:67]([O:72][CH3:73])[CH:68]=2)[CH2:63]1)[C:52]([C:49]1[CH:48]=[CH:47][C:46]([O:45][CH2:44][C:43]([OH:77])=[O:42])=[CH:51][CH:50]=1)=[O:76])[CH3:75], predict the reactants needed to synthesize it. The reactants are: C(N(C1C=C(OC)C=CC=1C1CCC2C(=CC=C(OC)C=2)C1)C(=O)C1C=CC(O)=CC=1)C.ClCC(OCC)=O.C([O:42][C:43](=[O:77])[CH2:44][O:45][C:46]1[CH:51]=[CH:50][C:49]([C:52](=[O:76])[N:53]([CH2:74][CH3:75])[C:54]2[CH:59]=[C:58]([O:60][CH3:61])[CH:57]=[CH:56][C:55]=2[CH:62]2[CH2:71][CH2:70][C:69]3[C:64](=[CH:65][CH:66]=[C:67]([O:72][CH3:73])[CH:68]=3)[CH2:63]2)=[CH:48][CH:47]=1)C.[OH-].[Na+].Cl. (6) Given the product [C:1]([C:3]1[CH:4]=[C:5]([CH:9]=[CH:10][CH:11]=1)[C:6]([NH:42][CH:43]1[CH:47]([OH:48])[CH2:46][N:45]([C:49]([O:51][C:52]([CH3:55])([CH3:54])[CH3:53])=[O:50])[CH2:44]1)=[O:8])#[N:2], predict the reactants needed to synthesize it. The reactants are: [C:1]([C:3]1[CH:4]=[C:5]([CH:9]=[CH:10][CH:11]=1)[C:6]([OH:8])=O)#[N:2].C1C=CC2N(O)N=NC=2C=1.CCN=C=NCCCN(C)C.CCN(C(C)C)C(C)C.[NH2:42][CH:43]1[CH:47]([OH:48])[CH2:46][N:45]([C:49]([O:51][C:52]([CH3:55])([CH3:54])[CH3:53])=[O:50])[CH2:44]1.